Task: Predict the product of the given reaction.. Dataset: Forward reaction prediction with 1.9M reactions from USPTO patents (1976-2016) (1) Given the reactants [NH2:1][C:2]1[CH:7]=[CH:6][CH:5]=[CH:4][N:3]=1.C(N(CC)CC)C.[C:15](Cl)(=[O:20])[C:16]([CH3:19])([CH3:18])[CH3:17], predict the reaction product. The product is: [N:3]1[CH:4]=[CH:5][CH:6]=[CH:7][C:2]=1[NH:1][C:15](=[O:20])[C:16]([CH3:19])([CH3:18])[CH3:17]. (2) Given the reactants FC1C=CC(C[N:7]2[C:15]3[C:10](=[CH:11][CH:12]=[CH:13][CH:14]=3)[C:9]3[CH2:16][C@@H:17]([CH2:27][OH:28])[N:18]([C:20]([O:22][C:23]([CH3:26])([CH3:25])[CH3:24])=[O:21])[CH2:19][C:8]2=3)=CC=1.[OH-].[Na+].C(O)(=O)CC(CC(O)=O)(C(O)=O)[OH:36], predict the reaction product. The product is: [C:23]([O:22][C:20]([N:18]1[CH:17]([C:27]([OH:36])=[O:28])[CH2:16][C:9]2[C:14]3[C:15](=[CH:10][CH:11]=[CH:12][CH:13]=3)[NH:7][C:8]=2[CH2:19]1)=[O:21])([CH3:24])([CH3:25])[CH3:26].